From a dataset of Reaction yield outcomes from USPTO patents with 853,638 reactions. Predict the reaction yield, written as a fraction of the theoretical maximum amount of product (1.0 means a 100% yield; for example, 0.34 means a 34% yield). (1) The reactants are [O:1]=[S:2]1(=[O:30])[CH2:7][CH2:6][N:5]([C:8]([C:10]2[NH:11][C:12]3[C:17]([CH:18]=2)=[CH:16][C:15]([C:19]([N:21]2[CH2:26][CH2:25][N:24]([CH:27]([CH3:29])[CH3:28])[CH2:23][CH2:22]2)=[O:20])=[CH:14][CH:13]=3)=[O:9])[CH2:4][CH2:3]1.[Cl:31][C:32]1[CH:37]=[CH:36][C:35](B(O)O)=[CH:34][CH:33]=1.N1C=CC=CC=1. The catalyst is ClCCl.C([O-])(=O)C.[Cu+2].C([O-])(=O)C. The product is [Cl:31][C:32]1[CH:37]=[CH:36][C:35]([N:11]2[C:12]3[C:17](=[CH:16][C:15]([C:19]([N:21]4[CH2:22][CH2:23][N:24]([CH:27]([CH3:28])[CH3:29])[CH2:25][CH2:26]4)=[O:20])=[CH:14][CH:13]=3)[CH:18]=[C:10]2[C:8]([N:5]2[CH2:6][CH2:7][S:2](=[O:1])(=[O:30])[CH2:3][CH2:4]2)=[O:9])=[CH:34][CH:33]=1. The yield is 0.340. (2) The product is [C:1]([N:13]1[C:12]2[CH:17]=[C:8]([N+:5]([O-:7])=[O:6])[CH:9]=[CH:10][C:11]=2[O:16][CH2:15][CH2:14]1)(=[O:3])[CH3:2]. The catalyst is C(Cl)Cl. The reactants are [C:1](Cl)(=[O:3])[CH3:2].[N+:5]([C:8]1[CH:9]=[CH:10][C:11]2[O:16][CH2:15][CH2:14][NH:13][C:12]=2[CH:17]=1)([O-:7])=[O:6].C([O-])(O)=O.[Na+]. The yield is 0.900. (3) The reactants are C([O:8][C:9]1[CH:29]=[CH:28][C:12]([O:13][CH2:14][CH2:15][CH2:16][CH2:17][CH2:18][CH2:19][C:20]([C:22]2[O:23][C:24]([CH3:27])=[N:25][N:26]=2)=[O:21])=[CH:11][CH:10]=1)C1C=CC=CC=1. The yield is 0.710. The product is [OH:8][C:9]1[CH:29]=[CH:28][C:12]([O:13][CH2:14][CH2:15][CH2:16][CH2:17][CH2:18][CH2:19][C:20]([C:22]2[O:23][C:24]([CH3:27])=[N:25][N:26]=2)=[O:21])=[CH:11][CH:10]=1. The catalyst is CCOC(C)=O.[Pd]. (4) The reactants are P([O-])(O)(O)=O.[Na+].Cl([O-])=O.[Na+].[OH:11]O.[CH3:13][O:14][C:15]1[C:16]([CH3:38])=[C:17]([C:29]([O:36][CH3:37])=[C:30]([O:34][CH3:35])[C:31]=1[O:32][CH3:33])[CH2:18][C:19]1[CH:20]=[CH:21][C:22]([O:27][CH3:28])=[C:23]([CH:26]=1)[CH:24]=[O:25]. The catalyst is O.C(#N)C. The product is [CH3:13][O:14][C:15]1[C:16]([CH3:38])=[C:17]([C:29]([O:36][CH3:37])=[C:30]([O:34][CH3:35])[C:31]=1[O:32][CH3:33])[CH2:18][C:19]1[CH:20]=[CH:21][C:22]([O:27][CH3:28])=[C:23]([CH:26]=1)[C:24]([OH:11])=[O:25]. The yield is 0.610. (5) The reactants are [Cl:1][C:2]1[C:3]([O:12][C:13]2[CH:18]=[C:17]([O:19][CH2:20][CH2:21][O:22][CH3:23])[CH:16]=[CH:15][C:14]=2/[CH:24]=[C:25](\[CH3:29])/[C:26](O)=[O:27])=[N:4][CH:5]=[C:6]([C:8]([F:11])([F:10])[F:9])[CH:7]=1.C(N=C=NCCCN(C)C)C.[CH2:41]([S:46]([NH2:49])(=[O:48])=[O:47])[CH2:42][CH2:43][CH2:44][CH3:45].Cl. The catalyst is ClCCl.CN(C)C1C=CN=CC=1.C(OCC)(=O)C. The product is [Cl:1][C:2]1[C:3]([O:12][C:13]2[CH:18]=[C:17]([O:19][CH2:20][CH2:21][O:22][CH3:23])[CH:16]=[CH:15][C:14]=2/[CH:24]=[C:25](\[CH3:29])/[C:26]([NH:49][S:46]([CH2:41][CH2:42][CH2:43][CH2:44][CH3:45])(=[O:48])=[O:47])=[O:27])=[N:4][CH:5]=[C:6]([C:8]([F:10])([F:11])[F:9])[CH:7]=1. The yield is 0.550. (6) The catalyst is CC(O)=O.CCOC(C)=O. The product is [CH:1]1([C:4]2[C:10]([F:11])=[CH:9][C:8]([N+:12]([O-:14])=[O:13])=[CH:7][C:5]=2[N:6]2[CH:22]=[N:19][N:20]=[N:21]2)[CH2:3][CH2:2]1. The yield is 0.900. The reactants are [CH:1]1([C:4]2[C:10]([F:11])=[CH:9][C:8]([N+:12]([O-:14])=[O:13])=[CH:7][C:5]=2[NH2:6])[CH2:3][CH2:2]1.C[Si]([N:19]=[N+:20]=[N-:21])(C)C.[CH3:22]OC(OC)OC.[OH-].[Na+].